Task: Predict the reactants needed to synthesize the given product.. Dataset: Full USPTO retrosynthesis dataset with 1.9M reactions from patents (1976-2016) (1) Given the product [F:2][C:3]1[CH:4]=[CH:5][C:6]([CH2:9][C:10]([C:12]2[CH:17]=[CH:16][N:15]=[C:14]([NH2:18])[CH:13]=2)=[O:11])=[CH:7][CH:8]=1, predict the reactants needed to synthesize it. The reactants are: Br.[F:2][C:3]1[CH:8]=[CH:7][C:6]([CH2:9][C:10]([C:12]2[CH:17]=[CH:16][N:15]=[C:14]([NH:18]C(=O)C)[CH:13]=2)=[O:11])=[CH:5][CH:4]=1.N. (2) Given the product [C:14]([N:17]1[C:26]2[C:21](=[CH:22][C:23]([C:2]3[CH:7]=[CH:6][C:5]([CH2:8][C:9]([O:11][CH2:12][CH3:13])=[O:10])=[CH:4][CH:3]=3)=[CH:24][CH:25]=2)[C@H:20]([NH:36][C:37]([O:38][CH:39]([CH3:41])[CH3:40])=[O:42])[CH2:19][C@@H:18]1[CH3:43])(=[O:16])[CH3:15], predict the reactants needed to synthesize it. The reactants are: Br[C:2]1[CH:7]=[CH:6][C:5]([CH2:8][C:9]([O:11][CH2:12][CH3:13])=[O:10])=[CH:4][CH:3]=1.[C:14]([N:17]1[C:26]2[C:21](=[CH:22][C:23](B3OC(C)(C)C(C)(C)O3)=[CH:24][CH:25]=2)[C@H:20]([NH:36][C:37](=[O:42])[O:38][CH:39]([CH3:41])[CH3:40])[CH2:19][C@@H:18]1[CH3:43])(=[O:16])[CH3:15].C(=O)([O-])[O-].[K+].[K+].O1CCOCC1.